Predict the product of the given reaction. From a dataset of Forward reaction prediction with 1.9M reactions from USPTO patents (1976-2016). (1) Given the reactants [S:1]1[CH:5]=[CH:4][CH:3]=[C:2]1[CH2:6][CH2:7][NH2:8].[C:9](Cl)(=[O:18])[C:10]1[CH:15]=[CH:14][C:13]([O:16][CH3:17])=[CH:12][CH:11]=1.C(N(CC)CC)C, predict the reaction product. The product is: [CH3:17][O:16][C:13]1[CH:14]=[CH:15][C:10]([C:9]([NH:8][CH2:7][CH2:6][C:2]2[S:1][CH:5]=[CH:4][CH:3]=2)=[O:18])=[CH:11][CH:12]=1. (2) Given the reactants [Cl:1][C:2]1[CH:40]=[C:39]([CH3:41])[C:5]([C:6]([NH:8][CH2:9][CH2:10][CH:11]([N:13]2[CH2:18][CH2:17][CH:16]([NH:19][C@H:20]([C:33]3[CH:38]=[CH:37][CH:36]=[CH:35][CH:34]=3)[CH2:21][N:22]3C(=O)C4C(=CC=CC=4)C3=O)[CH2:15][CH2:14]2)[CH3:12])=[O:7])=[C:4]([CH3:42])[N:3]=1.O.NN, predict the reaction product. The product is: [NH2:22][CH2:21][C@H:20]([NH:19][CH:16]1[CH2:17][CH2:18][N:13]([CH:11]([CH3:12])[CH2:10][CH2:9][NH:8][C:6](=[O:7])[C:5]2[C:39]([CH3:41])=[CH:40][C:2]([Cl:1])=[N:3][C:4]=2[CH3:42])[CH2:14][CH2:15]1)[C:33]1[CH:34]=[CH:35][CH:36]=[CH:37][CH:38]=1. (3) Given the reactants Br[CH2:2]/[CH:3]=[CH:4]/[C:5]([NH:7][C:8]1[CH:9]=[C:10]2[C:15](=[CH:16][C:17]=1[O:18][C@H:19]1[CH2:23][CH2:22][O:21][CH2:20]1)[N:14]=[CH:13][N:12]=[C:11]2[NH:24][C:25]1[CH:30]=[CH:29][C:28]([Cl:31])=[C:27]([Cl:32])[C:26]=1[F:33])=[O:6].CCN(C(C)C)C(C)C.[O:43]1[C@H:48]2[CH2:49][NH:50][CH2:51][C@H:47]2[O:46][CH2:45][CH2:44]1.O, predict the reaction product. The product is: [Cl:32][C:27]1[C:26]([F:33])=[C:25]([NH:24][C:11]2[C:10]3[C:15](=[CH:16][C:17]([O:18][C@H:19]4[CH2:23][CH2:22][O:21][CH2:20]4)=[C:8]([NH:7][C:5](=[O:6])/[CH:4]=[CH:3]/[CH2:2][N:50]4[CH2:49][C@H:48]5[O:43][CH2:44][CH2:45][O:46][C@H:47]5[CH2:51]4)[CH:9]=3)[N:14]=[CH:13][N:12]=2)[CH:30]=[CH:29][C:28]=1[Cl:31]. (4) Given the reactants [CH2:1]([O:8][C:9](=[O:20])[NH:10][C:11]1[CH:16]=[CH:15][C:14]([CH2:17]Br)=[CH:13][C:12]=1[F:19])[C:2]1[CH:7]=[CH:6][CH:5]=[CH:4][CH:3]=1.[CH2:21]([O:24][C:25]([CH:27]1[C:32](=[O:33])[CH:31]([NH:34][C:35]([O:37][C:38]([CH3:41])([CH3:40])[CH3:39])=[O:36])[CH2:30][S:29][CH2:28]1)=[O:26])[CH:22]=[CH2:23], predict the reaction product. The product is: [CH2:21]([O:24][C:25]([C@@:27]1([CH2:17][C:14]2[CH:15]=[CH:16][C:11]([NH:10][C:9]([O:8][CH2:1][C:2]3[CH:7]=[CH:6][CH:5]=[CH:4][CH:3]=3)=[O:20])=[C:12]([F:19])[CH:13]=2)[C:32](=[O:33])[CH:31]([NH:34][C:35]([O:37][C:38]([CH3:41])([CH3:40])[CH3:39])=[O:36])[CH2:30][S:29][CH2:28]1)=[O:26])[CH:22]=[CH2:23].